This data is from Forward reaction prediction with 1.9M reactions from USPTO patents (1976-2016). The task is: Predict the product of the given reaction. (1) Given the reactants [Cl:1][C:2]1[N:7]=[C:6]([CH2:8][CH3:9])[N:5]=[C:4]([OH:10])[CH:3]=1.[OH-].[Na+].O.[I:14]I, predict the reaction product. The product is: [Cl:1][C:2]1[N:7]=[C:6]([CH2:8][CH3:9])[N:5]=[C:4]([OH:10])[C:3]=1[I:14]. (2) The product is: [CH2:8]1[C@@H:12]2[CH:13]3[C:18](=[O:19])[O:17][C:15](=[O:16])[CH:14]3[C@H:9]1[CH:10]=[CH:11]2.[CH:42]12[CH2:47][CH:45]([CH:44]=[CH:43]1)[CH2:46][CH:41]2[C:39]([O:38][C:34]([CH3:37])([CH3:36])[CH3:35])=[O:40].[C:4]1(=[O:5])[O:6][C:1](=[O:7])[CH:2]=[CH:3]1.[CH3:20][O:21][C:22]([CH:24]1[CH:28]([C:29]([OH:31])=[O:30])[CH:27]2[CH:32]=[CH:33][CH:25]1[CH2:26]2)=[O:23].[CH:9]12[CH2:8][CH:12]([CH:11]=[CH:10]1)[CH2:13][CH:14]2[C:15]([OH:17])=[O:16]. Given the reactants [C:1]1(=[O:7])[O:6][C:4](=[O:5])[CH:3]=[CH:2]1.[CH2:8]1[C@@H:12]2[CH:13]3[C:18](=[O:19])[O:17][C:15](=[O:16])[CH:14]3[C@H:9]1[CH:10]=[CH:11]2.[CH3:20][O:21][C:22]([CH:24]1[CH:28]([C:29]([OH:31])=[O:30])[CH:27]2[CH:32]=[CH:33][CH:25]1[CH2:26]2)=[O:23].[C:34]([O:38][C:39]([CH:41]1[CH2:46][CH:45]2[CH2:47][CH:42]1[CH:43]=[CH:44]2)=[O:40])([CH3:37])([CH3:36])[CH3:35].N(C(C)(C)C#N)=NC(C)(C)C#N, predict the reaction product. (3) Given the reactants [F:1][C:2]1[C:11]([F:12])=[CH:10][CH:9]=[C:8]2[C:3]=1[CH:4]=[C:5]([CH:13]1[CH2:18][CH2:17][CH:16]([CH2:19][CH2:20][CH3:21])[CH2:15][CH2:14]1)[CH2:6][CH2:7]2, predict the reaction product. The product is: [F:12][C:11]1[C:2]([F:1])=[C:3]2[C:8]([CH2:7][CH2:6][CH:5]([CH:13]3[CH2:18][CH2:17][CH:16]([CH2:19][CH2:20][CH3:21])[CH2:15][CH2:14]3)[CH2:4]2)=[CH:9][CH:10]=1. (4) The product is: [F:1][C:2]1[N:7]=[CH:6][C:5]([C:12]2[CH:21]=[CH:20][C:19]3[N:18]=[CH:17][C:16]4[N:22]([CH3:34])[C:23](=[O:33])[N:24]([C:25]5[C:26]([O:31][CH3:32])=[N:27][CH:28]=[CH:29][CH:30]=5)[C:15]=4[C:14]=3[CH:13]=2)=[CH:4][CH:3]=1. Given the reactants [F:1][C:2]1[N:7]=[CH:6][C:5](B(O)O)=[CH:4][CH:3]=1.Br[C:12]1[CH:21]=[CH:20][C:19]2[N:18]=[CH:17][C:16]3[N:22]([CH3:34])[C:23](=[O:33])[N:24]([C:25]4[C:26]([O:31][CH3:32])=[N:27][CH:28]=[CH:29][CH:30]=4)[C:15]=3[C:14]=2[CH:13]=1, predict the reaction product. (5) The product is: [C:10]([C:13]1[N:6]([CH2:5][C:4]2[CH:7]=[CH:8][CH:9]=[C:2]([F:1])[CH:3]=2)[C:15](=[O:14])[C:16]2[C:21]([C:22]=1[C:23]1[CH:28]=[CH:27][CH:26]=[CH:25][CH:24]=1)=[CH:20][C:19]([Br:29])=[CH:18][CH:17]=2)(=[O:12])[CH3:11]. Given the reactants [F:1][C:2]1[CH:3]=[C:4]([CH:7]=[CH:8][CH:9]=1)[CH2:5][NH2:6].[C:10]([C:13]1[O:14][C:15](=O)[C:16]2[C:21]([C:22]=1[C:23]1[CH:28]=[CH:27][CH:26]=[CH:25][CH:24]=1)=[CH:20][C:19]([Br:29])=[CH:18][CH:17]=2)(=[O:12])[CH3:11], predict the reaction product. (6) Given the reactants [CH2:1]([O:8][C:9]1[CH:14]=[CH:13][NH:12][C:11](=[O:15])[CH:10]=1)[C:2]1[CH:7]=[CH:6][CH:5]=[CH:4][CH:3]=1.Br[C:17]1[S:21][C:20]([C:22]([NH:24][CH2:25][CH3:26])=[O:23])=[C:19]([CH3:27])[CH:18]=1, predict the reaction product. The product is: [CH2:1]([O:8][C:9]1[CH:14]=[CH:13][N:12]([C:17]2[S:21][C:20]([C:22]([NH:24][CH2:25][CH3:26])=[O:23])=[C:19]([CH3:27])[CH:18]=2)[C:11](=[O:15])[CH:10]=1)[C:2]1[CH:3]=[CH:4][CH:5]=[CH:6][CH:7]=1. (7) Given the reactants [Mg+2].[Cl-].[Cl-].SC[C@@H:6]([C@@H:8]([CH2:10]S)[OH:9])[OH:7].CC1(C)S[C@@H]2[C@H:18](NC([C@H](N)C3C=CC=CC=3)=O)[C:19](=[O:20])N2[C@H]1C(O)=O.[OH2:36], predict the reaction product. The product is: [CH3:10][CH:8]([O:9][C:19]([CH3:18])=[O:20])[C:6]([OH:36])=[O:7]. (8) Given the reactants [NH2:1][C:2]1[C:17]([Br:18])=[CH:16][C:5]2[C:6]([C:12](=[O:15])[NH:13][CH3:14])=[C:7](B(O)O)[O:8][C:4]=2[CH:3]=1.Br[C:20]1[CH:27]=[CH:26][C:23]([C:24]#[N:25])=[CH:22][CH:21]=1, predict the reaction product. The product is: [NH2:1][C:2]1[C:17]([Br:18])=[CH:16][C:5]2[C:6]([C:12]([NH:13][CH3:14])=[O:15])=[C:7]([C:20]3[CH:27]=[CH:26][C:23]([C:24]#[N:25])=[CH:22][CH:21]=3)[O:8][C:4]=2[CH:3]=1. (9) The product is: [CH3:20][C:19]1[CH:18]=[CH:17][CH:16]=[C:14]([S:22][CH3:21])[C:13]=1[C:10]1[CH2:11][CH2:12][O:8][N:9]=1. Given the reactants N(OC(C)(C)C)=O.[O:8]1[CH2:12][CH2:11][C:10]([C:13]2[C:19]([CH3:20])=[CH:18][CH:17]=[CH:16][C:14]=2N)=[N:9]1.[CH3:21][S:22]SC, predict the reaction product. (10) Given the reactants C(=O)([O-])[O-].[K+].[K+].Cl.Cl[CH2:9][CH2:10][N:11]1[CH2:16][CH2:15][CH2:14][CH2:13][CH2:12]1.[I-].[Na+].[OH:19][C:20]1[CH:29]=[CH:28][C:27]2[N:26]=[C:25]([NH2:30])[C:24]3[N:31]=[C:32]([CH2:37][O:38][CH3:39])[N:33]([CH2:34][CH2:35][CH3:36])[C:23]=3[C:22]=2[CH:21]=1, predict the reaction product. The product is: [CH3:39][O:38][CH2:37][C:32]1[N:33]([CH2:34][CH2:35][CH3:36])[C:23]2[C:22]3[CH:21]=[C:20]([O:19][CH2:9][CH2:10][N:11]4[CH2:16][CH2:15][CH2:14][CH2:13][CH2:12]4)[CH:29]=[CH:28][C:27]=3[N:26]=[C:25]([NH2:30])[C:24]=2[N:31]=1.